From a dataset of Forward reaction prediction with 1.9M reactions from USPTO patents (1976-2016). Predict the product of the given reaction. Given the reactants [C:1]([O:5][C:6]([N:8]1[C:12]2=[N:13][CH:14]=[C:15](Br)[CH:16]=[C:11]2[C:10]([C:18](=[O:34])[C:19]2[CH:24]=[CH:23][CH:22]=[C:21]([O:25][C:26]([O:28][C:29]([CH3:32])([CH3:31])[CH3:30])=[O:27])[C:20]=2[F:33])=[CH:9]1)=[O:7])([CH3:4])([CH3:3])[CH3:2].C(=O)([O-])[O-].[K+].[K+].[C:41]1(B(O)O)[CH:46]=[CH:45][CH:44]=[CH:43][CH:42]=1, predict the reaction product. The product is: [C:1]([O:5][C:6]([N:8]1[C:12]2=[N:13][CH:14]=[C:15]([C:41]3[CH:46]=[CH:45][CH:44]=[CH:43][CH:42]=3)[CH:16]=[C:11]2[C:10]([C:18](=[O:34])[C:19]2[CH:24]=[CH:23][CH:22]=[C:21]([O:25][C:26]([O:28][C:29]([CH3:32])([CH3:31])[CH3:30])=[O:27])[C:20]=2[F:33])=[CH:9]1)=[O:7])([CH3:4])([CH3:3])[CH3:2].